From a dataset of Full USPTO retrosynthesis dataset with 1.9M reactions from patents (1976-2016). Predict the reactants needed to synthesize the given product. (1) Given the product [Cl:39][C:37]1[CH:38]=[C:33]([S:30]([N:8]([CH2:7][C:6]([OH:41])=[O:5])[C:9]2[CH:10]=[C:11]3[C:15](=[CH:16][CH:17]=2)[N:14]([C:18]2[CH:23]=[C:22]([C:24](=[O:29])[NH:25][CH2:26][CH2:27][OH:28])[CH:21]=[CH:20][N:19]=2)[CH:13]=[CH:12]3)(=[O:32])=[O:31])[CH:34]=[C:35]([Cl:40])[CH:36]=1, predict the reactants needed to synthesize it. The reactants are: C([O:5][C:6](=[O:41])[CH2:7][N:8]([S:30]([C:33]1[CH:38]=[C:37]([Cl:39])[CH:36]=[C:35]([Cl:40])[CH:34]=1)(=[O:32])=[O:31])[C:9]1[CH:10]=[C:11]2[C:15](=[CH:16][CH:17]=1)[N:14]([C:18]1[CH:23]=[C:22]([C:24](=[O:29])[NH:25][CH2:26][CH2:27][OH:28])[CH:21]=[CH:20][N:19]=1)[CH:13]=[CH:12]2)(C)(C)C.FC(F)(F)C(O)=O.[OH-].[Na+].Cl. (2) Given the product [CH3:14][O:13][N:12]([CH3:11])[C:8]([C:3]1[CH:4]=[CH:5][CH:6]=[CH:7][N:2]=1)=[O:9], predict the reactants needed to synthesize it. The reactants are: Cl.[N:2]1[CH:7]=[CH:6][CH:5]=[CH:4][C:3]=1[C:8](Cl)=[O:9].[CH3:11][NH:12][O:13][CH3:14]. (3) Given the product [Cl:31][C:28]1[CH:29]=[CH:30][C:25]([CH2:24][N:11]2[C:3]3[C:4](=[O:10])[NH:5][C:6](=[O:9])[N:7]([CH3:8])[C:2]=3[N:1]=[C:12]2[C:13]2[CH:18]=[C:17]([CH3:19])[CH:16]=[CH:15][C:14]=2[O:20][CH2:21][CH3:22])=[CH:26][CH:27]=1, predict the reactants needed to synthesize it. The reactants are: [NH2:1][C:2]1[N:7]([CH3:8])[C:6](=[O:9])[NH:5][C:4](=[O:10])[C:3]=1[N:11]([CH2:24][C:25]1[CH:30]=[CH:29][C:28]([Cl:31])=[CH:27][CH:26]=1)[C:12](=O)[C:13]1[CH:18]=[C:17]([CH3:19])[CH:16]=[CH:15][C:14]=1[O:20][CH2:21][CH3:22].[OH-].[Na+]. (4) Given the product [O:1]1[CH2:2][CH:3]([N:5]2[CH2:10][CH2:9][CH:8]([CH:11]3[CH2:16][CH2:15][NH:14][CH2:13][CH2:12]3)[CH2:7][CH2:6]2)[CH2:4]1, predict the reactants needed to synthesize it. The reactants are: [O:1]1[CH2:4][CH:3]([N:5]2[CH2:10][CH2:9][CH:8]([CH:11]3[CH2:16][CH2:15][N:14](C(OCC4C=CC=CC=4)=O)[CH2:13][CH2:12]3)[CH2:7][CH2:6]2)[CH2:2]1. (5) Given the product [C:48]([O:47][C:45](=[O:46])[CH2:44][N:26]1[C:27]2[C:23](=[CH:22][C:21]([F:20])=[CH:29][CH:28]=2)[C:24]([C:31]2[C:36]3[CH:37]=[CH:38][CH:39]=[CH:40][C:35]=3[S:34](=[O:41])(=[O:42])[N:33]([CH2:8][C:7]3[CH:10]=[CH:11][C:4]([O:3][C:2]([F:13])([F:12])[F:1])=[CH:5][CH:6]=3)[N:32]=2)=[C:25]1[CH3:30])([CH3:51])([CH3:50])[CH3:49], predict the reactants needed to synthesize it. The reactants are: [F:1][C:2]([F:13])([F:12])[O:3][C:4]1[CH:11]=[CH:10][C:7]([CH2:8]Br)=[CH:6][CH:5]=1.C([O-])([O-])=O.[K+].[K+].[F:20][C:21]1[CH:22]=[C:23]2[C:27](=[CH:28][CH:29]=1)[NH:26][C:25]([CH3:30])=[C:24]2[C:31]1[C:36]2[CH:37]=[CH:38][CH:39]=[CH:40][C:35]=2[S:34](=[O:42])(=[O:41])[NH:33][N:32]=1.Br[CH2:44][C:45]([O:47][C:48]([CH3:51])([CH3:50])[CH3:49])=[O:46]. (6) Given the product [CH2:3]([O:5][C:6]1[N:11]=[C:10]([NH:12][C:13]2[C:14]3[CH2:25][N:24]([C:46]([C:39]4([F:38])[CH2:44][CH2:43][N:42]([CH3:45])[CH2:41][CH2:40]4)=[O:47])[C:23]([CH3:26])([CH3:27])[C:15]=3[NH:16][N:17]=2)[C:9]([F:28])=[CH:8][N:7]=1)[CH3:4], predict the reactants needed to synthesize it. The reactants are: Cl.Cl.[CH2:3]([O:5][C:6]1[N:11]=[C:10]([NH:12][C:13]2[C:14]3[CH2:25][NH:24][C:23]([CH3:27])([CH3:26])[C:15]=3[N:16](C(OCC)=O)[N:17]=2)[C:9]([F:28])=[CH:8][N:7]=1)[CH3:4].C(N(C(C)C)CC)(C)C.[F:38][C:39]1([C:46](Cl)=[O:47])[CH2:44][CH2:43][N:42]([CH3:45])[CH2:41][CH2:40]1. (7) Given the product [N:18]1([C:9]2[N:10]=[C:11]([N:12]3[CH2:17][CH2:16][O:15][CH2:14][CH2:13]3)[C:6]3[N:5]=[C:4]([C:23]([O:25][CH3:26])=[O:24])[CH:3]=[C:2]([NH:31][CH2:30][CH2:29][O:28][CH3:27])[C:7]=3[N:8]=2)[CH:22]=[CH:21][N:20]=[CH:19]1, predict the reactants needed to synthesize it. The reactants are: Cl[C:2]1[C:7]2[N:8]=[C:9]([N:18]3[CH:22]=[CH:21][N:20]=[CH:19]3)[N:10]=[C:11]([N:12]3[CH2:17][CH2:16][O:15][CH2:14][CH2:13]3)[C:6]=2[N:5]=[C:4]([C:23]([O:25][CH3:26])=[O:24])[CH:3]=1.[CH3:27][O:28][CH2:29][CH2:30][NH2:31].